This data is from Peptide-MHC class II binding affinity with 134,281 pairs from IEDB. The task is: Regression. Given a peptide amino acid sequence and an MHC pseudo amino acid sequence, predict their binding affinity value. This is MHC class II binding data. (1) The peptide sequence is AFILDGDNLFIKV. The MHC is HLA-DQA10501-DQB10201 with pseudo-sequence HLA-DQA10501-DQB10201. The binding affinity (normalized) is 0.372. (2) The binding affinity (normalized) is 0.349. The MHC is DRB1_0404 with pseudo-sequence DRB1_0404. The peptide sequence is FIIDGPNTPECPSAS.